From a dataset of Forward reaction prediction with 1.9M reactions from USPTO patents (1976-2016). Predict the product of the given reaction. (1) Given the reactants [C:1]([O:5][C:6]([N:8]([CH2:32][C:33]1[CH:42]=[CH:41][C:36]([C:37]([O:39]C)=[O:38])=[CH:35][CH:34]=1)[S:9]([C:12]1[CH:17]=[C:16]([C:18](=[O:30])[NH:19][N:20]2[C:28]3[C:23](=[CH:24][CH:25]=[CH:26][CH:27]=3)[CH2:22][CH:21]2[CH3:29])[CH:15]=[CH:14][C:13]=1[Cl:31])(=[O:11])=[O:10])=[O:7])([CH3:4])([CH3:3])[CH3:2].[OH-].[Li+], predict the reaction product. The product is: [C:1]([O:5][C:6]([N:8]([CH2:32][C:33]1[CH:34]=[CH:35][C:36]([C:37]([OH:39])=[O:38])=[CH:41][CH:42]=1)[S:9]([C:12]1[CH:17]=[C:16]([C:18](=[O:30])[NH:19][N:20]2[C:28]3[C:23](=[CH:24][CH:25]=[CH:26][CH:27]=3)[CH2:22][CH:21]2[CH3:29])[CH:15]=[CH:14][C:13]=1[Cl:31])(=[O:11])=[O:10])=[O:7])([CH3:2])([CH3:3])[CH3:4]. (2) Given the reactants [C:1]([C:4]1[C:12]2[S:11][C:10](=[O:13])[NH:9][C:8]=2[C:7]([OH:14])=[CH:6][CH:5]=1)(=[O:3])[CH3:2].CN(C=O)C.C(N(CC)C(C)C)(C)C.[CH2:29](Br)[C:30]1[CH:35]=[CH:34][CH:33]=[CH:32][CH:31]=1, predict the reaction product. The product is: [C:1]([C:4]1[C:12]2[S:11][C:10](=[O:13])[NH:9][C:8]=2[C:7]([O:14][CH2:29][C:30]2[CH:35]=[CH:34][CH:33]=[CH:32][CH:31]=2)=[CH:6][CH:5]=1)(=[O:3])[CH3:2]. (3) The product is: [CH2:11]([C:2]1[S:20][C:19]([NH2:21])=[N:18][C:3]=1[C:5]1[CH:10]=[CH:9][CH:8]=[CH:7][CH:6]=1)[C:12]1[CH:17]=[CH:16][CH:15]=[CH:14][CH:13]=1. Given the reactants Br[CH:2]([CH2:11][C:12]1[CH:17]=[CH:16][CH:15]=[CH:14][CH:13]=1)[C:3]([C:5]1[CH:10]=[CH:9][CH:8]=[CH:7][CH:6]=1)=O.[NH2:18][C:19]([NH2:21])=[S:20], predict the reaction product. (4) Given the reactants [Cl:1][C:2]1[CH:17]=[CH:16][C:15]([Cl:18])=[CH:14][C:3]=1[C:4]([NH:6][C:7]1[CH:12]=[CH:11][CH:10]=[CH:9][C:8]=1I)=O.[I-].[NH:20]1CCC[C@H]1C(O)=O.[OH-].[Na+].N, predict the reaction product. The product is: [Cl:1][C:2]1[CH:17]=[CH:16][C:15]([Cl:18])=[CH:14][C:3]=1[C:4]1[NH:20][C:8]2[CH:9]=[CH:10][CH:11]=[CH:12][C:7]=2[N:6]=1. (5) Given the reactants CCCC[N+](CCCC)(CCCC)CCCC.[F-].[CH2:19]([O:51][C:52]1[CH:57]=[C:56]([O:58][CH3:59])[C:55]([C:60]([N:62]2[CH2:66][C:65](=[CH2:67])[CH2:64][CH:63]2[CH2:68][O:69][Si](C(C)(C)C)(C)C)=[O:61])=[CH:54][C:53]=1[N+:77]([O-:79])=[O:78])[CH2:20][CH2:21][O:22][C:23]1[CH:28]=[C:27]([O:29][CH3:30])[C:26]([C:31]([N:33]2[CH2:37][C:36](=[CH2:38])[CH2:35][CH:34]2[CH2:39][O:40][Si](C(C)(C)C)(C)C)=[O:32])=[CH:25][C:24]=1[N+:48]([O-:50])=[O:49].[NH4+].[Cl-], predict the reaction product. The product is: [CH2:21]([O:22][C:23]1[CH:28]=[C:27]([O:29][CH3:30])[C:26]([C:31]([N:33]2[CH2:37][C:36](=[CH2:38])[CH2:35][CH:34]2[CH2:39][OH:40])=[O:32])=[CH:25][C:24]=1[N+:48]([O-:50])=[O:49])[CH2:20][CH2:19][O:51][C:52]1[CH:57]=[C:56]([O:58][CH3:59])[C:55]([C:60]([N:62]2[CH2:66][C:65](=[CH2:67])[CH2:64][CH:63]2[CH2:68][OH:69])=[O:61])=[CH:54][C:53]=1[N+:77]([O-:79])=[O:78]. (6) Given the reactants [CH3:1][N:2]1[CH2:7][CH2:6][C:5](COC(C2C3C(=CC=CC=3)C=CC=2)=O)([C:8]2[CH:13]=[CH:12][CH:11]=[CH:10][CH:9]=2)[CH2:4][CH2:3]1.[CH2:28]1[CH2:32]O[CH2:30][CH2:29]1.[OH-].[Na+].[O-]S([O-])(=O)=O.[Mg+2].[CH3:41][CH2:42][O:43][C:44]([CH3:46])=O, predict the reaction product. The product is: [CH3:1][N:2]1[CH2:7][CH2:6][C:5]([C:8]2[CH:9]=[CH:10][CH:11]=[CH:12][CH:13]=2)([CH:42]([O:43][CH:44]=[CH2:46])[C:41]2[C:7]3[C:32](=[CH:3][CH:4]=[CH:5][CH:6]=3)[CH:28]=[CH:29][CH:30]=2)[CH2:4][CH2:3]1. (7) The product is: [CH3:12][C:10]1([CH3:11])[C:13]([CH3:15])([CH3:14])[O:16][B:8]([C:4]2[CH:3]=[C:2]([NH:1][C:10](=[O:9])[C:13]([CH3:15])=[CH2:14])[CH:7]=[CH:6][CH:5]=2)[O:9]1. Given the reactants [NH2:1][C:2]1[CH:3]=[C:4]([B:8]2[O:16][C:13]([CH3:15])([CH3:14])[C:10]([CH3:12])([CH3:11])[O:9]2)[CH:5]=[CH:6][CH:7]=1.[Cl-], predict the reaction product. (8) Given the reactants [CH2:1]([O:8][C:9]1[C:18](=[O:19])[N:17]2[C:12]([C:13]([CH3:21])([CH3:20])[O:14][CH2:15][CH2:16]2)=[N:11][C:10]=1[C:22](O)=[O:23])[C:2]1[CH:7]=[CH:6][CH:5]=[CH:4][CH:3]=1.Cl.Cl.[CH3:27][C:28]1[S:29][C:30]([CH2:33][NH2:34])=[CH:31][N:32]=1.C(N(CC)CC)C.F[P-](F)(F)(F)(F)F.N1(O[P+](N(C)C)(N(C)C)N(C)C)C2C=CC=CC=2N=N1, predict the reaction product. The product is: [CH2:1]([O:8][C:9]1[C:18](=[O:19])[N:17]2[C:12]([C:13]([CH3:21])([CH3:20])[O:14][CH2:15][CH2:16]2)=[N:11][C:10]=1[C:22]([NH:34][CH2:33][C:30]1[S:29][C:28]([CH3:27])=[N:32][CH:31]=1)=[O:23])[C:2]1[CH:3]=[CH:4][CH:5]=[CH:6][CH:7]=1. (9) The product is: [Cl:15][C:16]1[C:17]([NH:22][S:2]([C:5]2[CH:14]=[CH:13][C:8]([C:9]([O:11][CH3:12])=[O:10])=[CH:7][CH:6]=2)(=[O:4])=[O:3])=[N:18][CH:19]=[CH:20][CH:21]=1. Given the reactants Cl[S:2]([C:5]1[CH:14]=[CH:13][C:8]([C:9]([O:11][CH3:12])=[O:10])=[CH:7][CH:6]=1)(=[O:4])=[O:3].[Cl:15][C:16]1[C:17]([NH2:22])=[N:18][CH:19]=[CH:20][CH:21]=1, predict the reaction product.